This data is from Forward reaction prediction with 1.9M reactions from USPTO patents (1976-2016). The task is: Predict the product of the given reaction. (1) Given the reactants CC(C)([O-])C.[K+].[C:7]1([OH:13])[CH:12]=[CH:11][CH:10]=[CH:9][CH:8]=1.[CH2:14]([O:16][C:17](=[O:22])[C:18](Br)([CH3:20])[CH3:19])[CH3:15], predict the reaction product. The product is: [CH3:19][C:18]([O:13][C:7]1[CH:12]=[CH:11][CH:10]=[CH:9][CH:8]=1)([CH3:20])[C:17]([O:16][CH2:14][CH3:15])=[O:22]. (2) Given the reactants [SH:1][CH2:2][C:3]([NH2:5])=[O:4].[OH-].[Na+].CN(C)C=O.Cl[C:14]1[N:21]=[CH:20][CH:19]=[C:18]([O:22][CH3:23])[C:15]=1[C:16]#[N:17], predict the reaction product. The product is: [NH2:17][C:16]1[C:15]2[C:14](=[N:21][CH:20]=[CH:19][C:18]=2[O:22][CH3:23])[S:1][C:2]=1[C:3]([NH2:5])=[O:4]. (3) Given the reactants Br[C:2]1[CH:24]=[CH:23][C:5]2[C:6]3[N:7]([CH:11]=[C:12]([C:14]4[N:18]([CH:19]([CH3:21])[CH3:20])[N:17]=[C:16]([CH3:22])[N:15]=4)[N:13]=3)[CH2:8][CH2:9][O:10][C:4]=2[CH:3]=1.[CH3:25][N:26](C=O)C, predict the reaction product. The product is: [CH:19]([N:18]1[C:14]([C:12]2[N:13]=[C:6]3[C:5]4[CH:23]=[CH:24][C:2]([C:25]#[N:26])=[CH:3][C:4]=4[O:10][CH2:9][CH2:8][N:7]3[CH:11]=2)=[N:15][C:16]([CH3:22])=[N:17]1)([CH3:21])[CH3:20]. (4) Given the reactants [C:1]([N:4]1[CH2:9][CH2:8][CH:7]([NH:10][C:11](=[O:20])[C:12]2[CH:17]=[C:16]([F:18])[CH:15]=[N:14][C:13]=2Cl)[CH2:6][CH2:5]1)(=[O:3])[CH3:2].[S:21]1[CH2:25][CH2:24][C:23]2[CH:26]=[C:27]([OH:30])[CH:28]=[CH:29][C:22]1=2.C(=O)([O-])[O-].[Cs+].[Cs+], predict the reaction product. The product is: [C:1]([N:4]1[CH2:9][CH2:8][CH:7]([NH:10][C:11](=[O:20])[C:12]2[CH:17]=[C:16]([F:18])[CH:15]=[N:14][C:13]=2[O:30][C:27]2[CH:28]=[CH:29][C:22]3[S:21][CH2:25][CH2:24][C:23]=3[CH:26]=2)[CH2:6][CH2:5]1)(=[O:3])[CH3:2].